This data is from Peptide-MHC class II binding affinity with 134,281 pairs from IEDB. The task is: Regression. Given a peptide amino acid sequence and an MHC pseudo amino acid sequence, predict their binding affinity value. This is MHC class II binding data. (1) The peptide sequence is PRGERGFPGERGSPGA. The MHC is HLA-DQA10301-DQB10302 with pseudo-sequence HLA-DQA10301-DQB10302. The binding affinity (normalized) is 0. (2) The peptide sequence is HDYEGLSYRSLQPET. The MHC is DRB3_0101 with pseudo-sequence DRB3_0101. The binding affinity (normalized) is 0.